Predict the product of the given reaction. From a dataset of Forward reaction prediction with 1.9M reactions from USPTO patents (1976-2016). The product is: [OH:20][CH2:19][C:17]1[N:18]=[C:14]([CH:11]2[CH2:10][CH2:9][N:8]([C:6]([O:5][C:1]([CH3:4])([CH3:3])[CH3:2])=[O:7])[CH2:13][CH2:12]2)[S:15][CH:16]=1. Given the reactants [C:1]([O:5][C:6]([N:8]1[CH2:13][CH2:12][CH:11]([C:14]2[S:15][CH:16]=[C:17]([C:19](OCC)=[O:20])[N:18]=2)[CH2:10][CH2:9]1)=[O:7])([CH3:4])([CH3:3])[CH3:2].[BH4-].[Li+].CO, predict the reaction product.